From a dataset of Full USPTO retrosynthesis dataset with 1.9M reactions from patents (1976-2016). Predict the reactants needed to synthesize the given product. (1) Given the product [CH2:1]([O:5][CH2:6][CH2:7][O:8][C:9]1[CH:14]=[CH:13][C:12]([C:15]2[CH:16]=[CH:17][C:18]3[N:24]([CH2:25][CH:26]([CH3:27])[CH3:28])[CH2:23][CH2:22][C:21]([C:29]([NH:31][C:32]4[CH:33]=[N:34][C:35]([S:38]([CH2:39][C:40]5[N:44]([CH2:45][CH2:46][CH3:47])[CH:43]=[N:42][CH:41]=5)=[O:57])=[CH:36][CH:37]=4)=[O:30])=[CH:20][C:19]=3[CH:48]=2)=[CH:11][CH:10]=1)[CH2:2][CH2:3][CH3:4], predict the reactants needed to synthesize it. The reactants are: [CH2:1]([O:5][CH2:6][CH2:7][O:8][C:9]1[CH:14]=[CH:13][C:12]([C:15]2[CH:16]=[CH:17][C:18]3[N:24]([CH2:25][CH:26]([CH3:28])[CH3:27])[CH2:23][CH2:22][C:21]([C:29]([NH:31][C:32]4[CH:33]=[N:34][C:35]([S:38][CH2:39][C:40]5[N:44]([CH2:45][CH2:46][CH3:47])[CH:43]=[N:42][CH:41]=5)=[CH:36][CH:37]=4)=[O:30])=[CH:20][C:19]=3[CH:48]=2)=[CH:11][CH:10]=1)[CH2:2][CH2:3][CH3:4].ClC1C=CC=C(C(OO)=[O:57])C=1.S([O-])([O-])(=O)=S.[Na+].[Na+]. (2) Given the product [Si:20]([O:19][C@H:10]1[C@H:11]([C:14]([O:16][CH2:17][CH3:18])=[O:15])[CH2:12][CH2:13][NH:8][CH2:9]1)([C:33]([CH3:34])([CH3:35])[CH3:36])([C:27]1[CH:32]=[CH:31][CH:30]=[CH:29][CH:28]=1)[C:21]1[CH:26]=[CH:25][CH:24]=[CH:23][CH:22]=1, predict the reactants needed to synthesize it. The reactants are: C([N:8]1[CH2:13][CH2:12][C@@H:11]([C:14]([O:16][CH2:17][CH3:18])=[O:15])[C@H:10]([O:19][Si:20]([C:33]([CH3:36])([CH3:35])[CH3:34])([C:27]2[CH:32]=[CH:31][CH:30]=[CH:29][CH:28]=2)[C:21]2[CH:26]=[CH:25][CH:24]=[CH:23][CH:22]=2)[CH2:9]1)C1C=CC=CC=1.CC(O)=O. (3) Given the product [CH3:1][C:2]1[CH:7]=[CH:6][C:5]([S:8]([NH:11][C:12]2[CH:13]=[CH:14][CH:15]=[CH:16][CH:17]=2)(=[O:9])=[O:10])=[CH:4][C:3]=1[NH:18][C:19]([CH2:21][C:22]1[CH:23]=[CH:24][C:25]([C:26]([NH2:35])=[NH:27])=[CH:28][CH:29]=1)=[O:20], predict the reactants needed to synthesize it. The reactants are: [CH3:1][C:2]1[CH:7]=[CH:6][C:5]([S:8]([NH:11][C:12]2[CH:17]=[CH:16][CH:15]=[CH:14][CH:13]=2)(=[O:10])=[O:9])=[CH:4][C:3]=1[NH:18][C:19]([CH2:21][C:22]1[CH:29]=[CH:28][C:25]([C:26]#[N:27])=[CH:24][CH:23]=1)=[O:20].Cl.C(=O)([O-])[O-].[NH4+:35].[NH4+]. (4) Given the product [CH3:29][NH:30][CH2:17][CH2:16][C:2]1([OH:1])[CH2:7][CH:6]2[CH2:8][CH2:9][CH:3]1[CH:4]=[C:5]2[C:10]1[CH:15]=[CH:14][CH:13]=[CH:12][CH:11]=1, predict the reactants needed to synthesize it. The reactants are: [OH:1][C@@:2]1([CH2:16][CH2:17]OS(C2C=CC(C)=CC=2)(=O)=O)[CH2:7][C@H:6]2[CH2:8][CH2:9][C@@H:3]1[CH:4]=[C:5]2[C:10]1[CH:15]=[CH:14][CH:13]=[CH:12][CH:11]=1.[CH3:29][NH2:30]. (5) Given the product [CH2:4]([O:7][C:8](=[O:26])[CH:9]([OH:10])[N:11]1[C:17](=[O:18])[CH:16]([NH:15][C:14](=[O:34])[CH2:19][C:20]2[CH:25]=[CH:24][CH:23]=[CH:22][CH:21]=2)[CH:12]1[SH:13])[CH:5]=[CH2:6], predict the reactants needed to synthesize it. The reactants are: C(Cl)Cl.[CH2:4]([O:7][C:8](=[O:26])[CH:9]([N:11]1[C:17](=[O:18])[CH:16]2[CH:12]1[S:13][C:14]([CH2:19][C:20]1[CH:25]=[CH:24][CH:23]=[CH:22][CH:21]=1)=[N:15]2)[OH:10])[CH:5]=[CH2:6].C1(C)C=CC(S(O)(=O)=[O:34])=CC=1. (6) Given the product [C:69]([OH:70])([C:9]([F:12])([F:11])[F:10])=[O:72].[Cl:1][C:2]1[CH:7]=[C:6]([NH:13][CH2:14][C:15]2[C:16]([N:21]([CH3:26])[S:22]([CH3:25])(=[O:24])=[O:23])=[N:17][CH:18]=[CH:19][CH:20]=2)[C:5]([C:9]([F:12])([F:11])[F:10])=[CH:4][N:3]=1, predict the reactants needed to synthesize it. The reactants are: [Cl:1][C:2]1[CH:7]=[C:6](I)[C:5]([C:9]([F:12])([F:11])[F:10])=[CH:4][N:3]=1.[NH2:13][CH2:14][C:15]1[C:16]([N:21]([CH3:26])[S:22]([CH3:25])(=[O:24])=[O:23])=[N:17][CH:18]=[CH:19][CH:20]=1.CC1(C)C2C(=C(P(C3C=CC=CC=3)C3C=CC=CC=3)C=CC=2)OC2C(P(C3C=CC=CC=3)C3C=CC=CC=3)=CC=CC1=2.[C:69](=[O:72])([O-])[O-:70].[Cs+].[Cs+]. (7) The reactants are: [Br:1][C:2]1[CH:7]=[CH:6][C:5]([O:8][CH2:9][CH3:10])=[CH:4][C:3]=1[CH2:11][CH:12]([NH:15][CH:16]=O)[CH2:13][CH3:14].O=P(Cl)(Cl)Cl. Given the product [Br:1][C:2]1[CH:7]=[CH:6][C:5]([O:8][CH2:9][CH3:10])=[C:4]2[C:3]=1[CH2:11][CH:12]([CH2:13][CH3:14])[N:15]=[CH:16]2, predict the reactants needed to synthesize it. (8) The reactants are: [NH:1]1[C:9]2[C:4](=[CH:5][C:6]([NH:10][C:11]3[C:12]4[C:19]5[CH2:20][CH2:21][CH:22]([C:24]([OH:26])=O)[CH2:23][C:18]=5[S:17][C:13]=4[N:14]=[CH:15][N:16]=3)=[CH:7][CH:8]=2)[CH:3]=[N:2]1.[CH3:27][N:28]1[CH2:33][CH2:32][NH:31][CH2:30][CH2:29]1.C(N(CC)C(C)C)(C)C.C(P1(=O)OP(CCC)(=O)OP(CCC)(=O)O1)CC.C(P(OP(CCC)=O)=O)CC. Given the product [NH:1]1[C:9]2[C:4](=[CH:5][C:6]([NH:10][C:11]3[C:12]4[C:19]5[CH2:20][CH2:21][CH:22]([C:24]([N:31]6[CH2:32][CH2:33][N:28]([CH3:27])[CH2:29][CH2:30]6)=[O:26])[CH2:23][C:18]=5[S:17][C:13]=4[N:14]=[CH:15][N:16]=3)=[CH:7][CH:8]=2)[CH:3]=[N:2]1, predict the reactants needed to synthesize it. (9) Given the product [Cl:1][C:2]1[CH:7]=[C:6]([C:8]2[N:13]=[N:12][C:11]([O:48][CH2:47][C:44]3[CH:43]=[CH:42][C:41]([CH:40]([O:39][CH3:38])[O:49][CH3:50])=[CH:46][CH:45]=3)=[N:10][CH:9]=2)[CH:5]=[C:4]([Cl:16])[C:3]=1[OH:17], predict the reactants needed to synthesize it. The reactants are: [Cl:1][C:2]1[CH:7]=[C:6]([C:8]2[N:13]=[N:12][C:11](SC)=[N:10][CH:9]=2)[CH:5]=[C:4]([Cl:16])[C:3]=1[OH:17].N/C(=N\NC(=O)C1C=C(Cl)C(O)=C(Cl)C=1)/C(OCC)=O.[CH3:38][O:39][CH:40]([O:49][CH3:50])[C:41]1[CH:46]=[CH:45][C:44]([CH2:47][OH:48])=[CH:43][CH:42]=1.CC(C)([O-])C.[K+].P([O-])([O-])([O-])=O.